Dataset: Catalyst prediction with 721,799 reactions and 888 catalyst types from USPTO. Task: Predict which catalyst facilitates the given reaction. (1) Reactant: C([O:8][C:9]1[CH:10]=[C:11]([CH2:15][CH2:16][CH2:17][N:18]2[CH:22]=[CH:21][N:20]=[C:19]2[CH2:23][CH2:24][OH:25])[CH:12]=[CH:13][CH:14]=1)C1C=CC=CC=1. Product: [OH:25][CH2:24][CH2:23][C:19]1[N:18]([CH2:17][CH2:16][CH2:15][C:11]2[CH:10]=[C:9]([OH:8])[CH:14]=[CH:13][CH:12]=2)[CH:22]=[CH:21][N:20]=1. The catalyst class is: 719. (2) Reactant: [F:1][C:2]1[CH:17]=[CH:16][CH:15]=[C:14]([F:18])[C:3]=1[CH2:4][N:5]1[CH:9]=[C:8]([C:10](OC)=O)[N:7]=[N:6]1.[NH4+:19].[OH-:20].[CH3:21]O. Product: [F:18][C:14]1[CH:15]=[CH:16][CH:17]=[C:2]([F:1])[C:3]=1[CH2:4][N:5]1[CH:9]=[C:8]([CH2:10][C:21]([NH2:19])=[O:20])[N:7]=[N:6]1. The catalyst class is: 6.